This data is from Reaction yield outcomes from USPTO patents with 853,638 reactions. The task is: Predict the reaction yield, written as a fraction of the theoretical maximum amount of product (1.0 means a 100% yield; for example, 0.34 means a 34% yield). (1) The reactants are [Br:1][C:2]1[C:3](Cl)=[N:4][C:5]([Cl:8])=[CH:6][CH:7]=1.[CH3:10][O-:11].[Na+].O. The catalyst is C(#N)C. The product is [Br:1][C:2]1[C:3]([O:11][CH3:10])=[N:4][C:5]([Cl:8])=[CH:6][CH:7]=1. The yield is 0.932. (2) The reactants are CC1(C)C(C)(C)OB([C:9]2[CH:13]=[CH:12][N:11]([C:14]([C:27]3[CH:32]=[CH:31][CH:30]=[CH:29][CH:28]=3)([C:21]3[CH:26]=[CH:25][CH:24]=[CH:23][CH:22]=3)[C:15]3[CH:20]=[CH:19][CH:18]=[CH:17][CH:16]=3)[N:10]=2)O1.[Cl:34][C:35]1[N:36]=[N:37][C:38](Cl)=[CH:39][CH:40]=1.P([O-])([O-])([O-])=O.[K+].[K+].[K+].O1CCOCC1. The catalyst is C1C=CC(P(C2C=CC=CC=2)[C-]2C=CC=C2)=CC=1.C1C=CC(P(C2C=CC=CC=2)[C-]2C=CC=C2)=CC=1.Cl[Pd]Cl.[Fe+2].O. The product is [Cl:34][C:35]1[N:36]=[N:37][C:38]([C:13]2[CH:9]=[N:10][N:11]([C:14]([C:21]3[CH:26]=[CH:25][CH:24]=[CH:23][CH:22]=3)([C:15]3[CH:16]=[CH:17][CH:18]=[CH:19][CH:20]=3)[C:27]3[CH:32]=[CH:31][CH:30]=[CH:29][CH:28]=3)[CH:12]=2)=[CH:39][CH:40]=1. The yield is 0.670. (3) The reactants are [C:1]([C:5]1[CH:9]=[C:8]([NH:10][C:11]([NH:13][C:14]2[C:23]3[C:18](=[CH:19][CH:20]=[CH:21][CH:22]=3)[C:17]([O:24][CH2:25][CH2:26]I)=[CH:16][CH:15]=2)=[O:12])[N:7]([C:28]2[CH:33]=[CH:32][C:31]([CH3:34])=[CH:30][CH:29]=2)[N:6]=1)([CH3:4])([CH3:3])[CH3:2].C(=O)([O-])[O-].[K+].[K+].[N+:41]([C:44]1[N:45]=[CH:46][NH:47][CH:48]=1)([O-:43])=[O:42].O. The catalyst is CN(C=O)C. The product is [C:1]([C:5]1[CH:9]=[C:8]([NH:10][C:11]([NH:13][C:14]2[C:23]3[C:18](=[CH:19][CH:20]=[CH:21][CH:22]=3)[C:17]([O:24][CH2:25][CH2:26][N:47]3[CH:48]=[C:44]([N+:41]([O-:43])=[O:42])[N:45]=[CH:46]3)=[CH:16][CH:15]=2)=[O:12])[N:7]([C:28]2[CH:33]=[CH:32][C:31]([CH3:34])=[CH:30][CH:29]=2)[N:6]=1)([CH3:4])([CH3:3])[CH3:2]. The yield is 0.600. (4) The reactants are [N:1]([C:4]1[CH:12]=[CH:11][CH:10]=[CH:9][C:5]=1C(O)=O)=[N+:2]=[N-:3].[C:13]([N:20]1[CH:24]=[CH:23][C:22]([NH2:25])=[CH:21]1)([O:15][C:16]([CH3:19])([CH3:18])[CH3:17])=[O:14].CN([C:29]([O:33]N1N=NC2C=CC=NC1=2)=[N+](C)C)C.F[P-](F)(F)(F)(F)F.C(N(CC)C(C)C)(C)C. The catalyst is CCC.ClCCl. The product is [C:13]([N:20]1[CH:24]=[CH:23][C:22]([NH:25][C:29](=[O:33])[C:10]2[CH:9]=[CH:5][C:4]([N:1]=[N+:2]=[N-:3])=[CH:12][CH:11]=2)=[CH:21]1)([O:15][C:16]([CH3:19])([CH3:18])[CH3:17])=[O:14]. The yield is 0.980.